Dataset: Forward reaction prediction with 1.9M reactions from USPTO patents (1976-2016). Task: Predict the product of the given reaction. (1) Given the reactants Br[C:2]1[CH:3]=[C:4]2[C:9](=[CH:10][CH:11]=1)[N:8]=[CH:7][CH:6]=[C:5]2[OH:12].[C:13](#[N:16])[CH:14]=[CH2:15].C(N(CC)CC)C.C1(P(C2C=CC=CC=2)C2C=CC=CC=2)C=CC=CC=1, predict the reaction product. The product is: [OH:12][C:5]1[C:4]2[C:9](=[CH:10][CH:11]=[C:2](/[CH:15]=[CH:14]/[C:13]#[N:16])[CH:3]=2)[N:8]=[CH:7][CH:6]=1. (2) Given the reactants C([O:8][C:9]1[CH:10]=[C:11]([CH:26]=[CH:27][CH:28]=1)[CH2:12][N:13]1[CH2:18][CH2:17][N:16]([C:19]([O:21][C:22]([CH3:25])([CH3:24])[CH3:23])=[O:20])[CH2:15][CH2:14]1)C1C=CC=CC=1, predict the reaction product. The product is: [OH:8][C:9]1[CH:10]=[C:11]([CH:26]=[CH:27][CH:28]=1)[CH2:12][N:13]1[CH2:18][CH2:17][N:16]([C:19]([O:21][C:22]([CH3:23])([CH3:24])[CH3:25])=[O:20])[CH2:15][CH2:14]1. (3) Given the reactants [CH2:1]([O:8][N:9]([CH2:31][C:32]1[C:37]([O:38][CH3:39])=[CH:36][C:35]([O:40][CH3:41])=[CH:34][C:33]=1[O:42][CH3:43])[C:10](=[O:30])[CH2:11][CH2:12][C:13]([CH2:20][C:21]1[CH:26]=[CH:25][C:24]([C:27]([OH:29])=[O:28])=[CH:23][CH:22]=1)(C(O)=O)[C:14]([OH:16])=[O:15])[C:2]1[CH:7]=[CH:6][CH:5]=[CH:4][CH:3]=1, predict the reaction product. The product is: [CH2:1]([O:8][N:9]([CH2:31][C:32]1[C:37]([O:38][CH3:39])=[CH:36][C:35]([O:40][CH3:41])=[CH:34][C:33]=1[O:42][CH3:43])[C:10](=[O:30])[CH2:11][CH2:12][CH:13]([C:14]([OH:16])=[O:15])[CH2:20][C:21]1[CH:22]=[CH:23][C:24]([C:27]([OH:29])=[O:28])=[CH:25][CH:26]=1)[C:2]1[CH:7]=[CH:6][CH:5]=[CH:4][CH:3]=1. (4) Given the reactants [OH:1][C:2]1[CH:7]=[CH:6][C:5]([NH:8][C:9](=[O:11])[CH3:10])=[CH:4][CH:3]=1.[C:12]([O:16][C:17]([N:19]1[CH2:24][CH2:23][CH:22]([N:25]2[C:29]3=[N:30][CH:31]=[N:32][C:33](Cl)=[C:28]3[CH:27]=[N:26]2)[CH2:21][CH2:20]1)=[O:18])([CH3:15])([CH3:14])[CH3:13].C(=O)([O-])[O-].[K+].[K+].C(=O)([O-])[O-].[Na+].[Na+], predict the reaction product. The product is: [C:12]([O:16][C:17]([N:19]1[CH2:20][CH2:21][CH:22]([N:25]2[C:29]3=[N:30][CH:31]=[N:32][C:33]([O:1][C:2]4[CH:3]=[CH:4][C:5]([NH:8][C:9](=[O:11])[CH3:10])=[CH:6][CH:7]=4)=[C:28]3[CH:27]=[N:26]2)[CH2:23][CH2:24]1)=[O:18])([CH3:15])([CH3:13])[CH3:14]. (5) Given the reactants [F:1][C:2]1[CH:3]=[C:4]2[C:8](=[CH:9][CH:10]=1)[NH:7][C:6](=[O:11])[CH2:5]2.[CH:12]([C:14]1[NH:18][C:17]([CH3:19])=[C:16]([C:20]([OH:22])=[O:21])[C:15]=1[CH3:23])=O, predict the reaction product. The product is: [F:1][C:2]1[CH:3]=[C:4]2[C:8](=[CH:9][CH:10]=1)[NH:7][C:6](=[O:11])/[C:5]/2=[CH:12]\[C:14]1[NH:18][C:17]([CH3:19])=[C:16]([C:20]([OH:22])=[O:21])[C:15]=1[CH3:23]. (6) Given the reactants C(Cl)(=O)C(Cl)=O.CS(C)=O.[OH:11][CH:12]([C@@H:24]([NH:38][C:39](=[O:55])[O:40][CH2:41][C:42]1([CH2:48][C:49]2[CH:54]=[CH:53][CH:52]=[CH:51][CH:50]=2)[CH2:47][CH2:46][CH2:45][CH2:44][CH2:43]1)[CH2:25][CH2:26][CH2:27][CH2:28][NH:29][C:30]([N:32]1[CH2:37][CH2:36][O:35][CH2:34][CH2:33]1)=[O:31])[C:13](=[O:23])[NH:14][C@@H:15]([C:17]1[CH:22]=[CH:21][CH:20]=[CH:19][CH:18]=1)[CH3:16].C(N(CC)CC)C, predict the reaction product. The product is: [N:32]1([C:30]([NH:29][CH2:28][CH2:27][CH2:26][CH2:25][C@H:24]([NH:38][C:39](=[O:55])[O:40][CH2:41][C:42]2([CH2:48][C:49]3[CH:50]=[CH:51][CH:52]=[CH:53][CH:54]=3)[CH2:43][CH2:44][CH2:45][CH2:46][CH2:47]2)[C:12](=[O:11])[C:13](=[O:23])[NH:14][C@@H:15]([C:17]2[CH:18]=[CH:19][CH:20]=[CH:21][CH:22]=2)[CH3:16])=[O:31])[CH2:37][CH2:36][O:35][CH2:34][CH2:33]1.